From a dataset of Peptide-MHC class I binding affinity with 185,985 pairs from IEDB/IMGT. Regression. Given a peptide amino acid sequence and an MHC pseudo amino acid sequence, predict their binding affinity value. This is MHC class I binding data. (1) The peptide sequence is HILHAYCGIK. The MHC is HLA-A33:01 with pseudo-sequence HLA-A33:01. The binding affinity (normalized) is 0. (2) The peptide sequence is APFARLLNL. The MHC is HLA-A02:19 with pseudo-sequence HLA-A02:19. The binding affinity (normalized) is 0.0847. (3) The MHC is HLA-B46:01 with pseudo-sequence HLA-B46:01. The binding affinity (normalized) is 0.0847. The peptide sequence is SQMPPQKIM. (4) The peptide sequence is VPWSKILAY. The MHC is HLA-A30:02 with pseudo-sequence HLA-A30:02. The binding affinity (normalized) is 0.455. (5) The peptide sequence is VADEIAFGL. The MHC is HLA-C05:01 with pseudo-sequence HLA-C05:01. The binding affinity (normalized) is 1.00. (6) The peptide sequence is YQSMIRPPY. The MHC is HLA-B44:03 with pseudo-sequence HLA-B44:03. The binding affinity (normalized) is 0.0847. (7) The peptide sequence is NMVADLWHA. The MHC is HLA-A02:06 with pseudo-sequence HLA-A02:06. The binding affinity (normalized) is 1.00. (8) The peptide sequence is FPQGKAREF. The MHC is HLA-A02:01 with pseudo-sequence HLA-A02:01. The binding affinity (normalized) is 0. (9) The peptide sequence is LLMHLVSLY. The MHC is HLA-A03:01 with pseudo-sequence HLA-A03:01. The binding affinity (normalized) is 0.909. (10) The peptide sequence is MRNTIMASK. The MHC is HLA-A24:03 with pseudo-sequence HLA-A24:03. The binding affinity (normalized) is 0.0847.